This data is from Peptide-MHC class II binding affinity with 134,281 pairs from IEDB. The task is: Regression. Given a peptide amino acid sequence and an MHC pseudo amino acid sequence, predict their binding affinity value. This is MHC class II binding data. (1) The peptide sequence is QPQPYPQPQLPYPQPQPF. The MHC is HLA-DQA10301-DQB10302 with pseudo-sequence HLA-DQA10301-DQB10302. The binding affinity (normalized) is 0. (2) The peptide sequence is AAATAGTTVYGSFAA. The binding affinity (normalized) is 0.774. The MHC is HLA-DQA10102-DQB10602 with pseudo-sequence HLA-DQA10102-DQB10602. (3) The peptide sequence is EKKYFDATQFEPLAA. The MHC is HLA-DQA10101-DQB10501 with pseudo-sequence HLA-DQA10101-DQB10501. The binding affinity (normalized) is 0.384. (4) The peptide sequence is YDKFLANVSTVLTGG. The MHC is DRB1_1602 with pseudo-sequence DRB1_1602. The binding affinity (normalized) is 0.766. (5) The peptide sequence is LGASQRGVGVAQGGV. The MHC is DRB1_1101 with pseudo-sequence DRB1_1101. The binding affinity (normalized) is 0. (6) The peptide sequence is AFILDGDNKFPKV. The MHC is DRB3_0101 with pseudo-sequence DRB3_0101. The binding affinity (normalized) is 0.836.